This data is from Retrosynthesis with 50K atom-mapped reactions and 10 reaction types from USPTO. The task is: Predict the reactants needed to synthesize the given product. Given the product CC(=O)OCc1ccccc1C(=O)C(N)=O, predict the reactants needed to synthesize it. The reactants are: CC(=O)[O-].NC(=O)C(=O)c1ccccc1CCl.